The task is: Binary Classification. Given a drug SMILES string, predict its activity (active/inactive) in a high-throughput screening assay against a specified biological target.. This data is from Tyrosyl-DNA phosphodiesterase HTS with 341,365 compounds. (1) The compound is S(=O)(=O)(N1CCC(CC1)C(=O)NCc1ccc(cc1)C)c1cc2oc(=O)n(c2cc1)C. The result is 0 (inactive). (2) The molecule is O(CCCCn1c2c(nc1CC)cccc2)c1cc(ccc1)C. The result is 0 (inactive).